Dataset: Forward reaction prediction with 1.9M reactions from USPTO patents (1976-2016). Task: Predict the product of the given reaction. (1) Given the reactants [F:1][C:2]([F:16])([F:15])[C:3]1[N:7]2[CH2:8][CH2:9][NH:10][CH2:11][C:6]2=[C:5]([C:12]([O-:14])=O)[N:4]=1.[CH3:17][NH2:18], predict the reaction product. The product is: [CH3:17][NH:18][C:12]([C:5]1[N:4]=[C:3]([C:2]([F:1])([F:16])[F:15])[N:7]2[CH2:8][CH2:9][NH:10][CH2:11][C:6]=12)=[O:14]. (2) Given the reactants [C:1]([C:3]1[CH:4]=[C:5]2[C:9](=[CH:10][CH:11]=1)[NH:8][CH:7]=[CH:6]2)#[N:2].[H-].[Na+].[CH2:14](Cl)[C:15]1[CH:20]=[CH:19][CH:18]=[CH:17][CH:16]=1.O, predict the reaction product. The product is: [CH2:14]([N:8]1[C:9]2[C:5](=[CH:4][C:3]([C:1]#[N:2])=[CH:11][CH:10]=2)[CH:6]=[CH:7]1)[C:15]1[CH:20]=[CH:19][CH:18]=[CH:17][CH:16]=1.